Task: Predict which catalyst facilitates the given reaction.. Dataset: Catalyst prediction with 721,799 reactions and 888 catalyst types from USPTO (1) Reactant: [F:1][C:2]([F:16])([F:15])[C:3]1[CH:14]=[CH:13][C:6]2[S:7][C:8]([C:10](Cl)=[O:11])=[CH:9][C:5]=2[CH:4]=1.[C:17]([O:21][CH3:22])(=[O:20])[CH2:18][OH:19].C(N(CC)CC)C. Product: [F:1][C:2]([F:16])([F:15])[C:3]1[CH:14]=[CH:13][C:6]2[S:7][C:8]([C:10]([O:19][CH2:18][C:17]([O:21][CH3:22])=[O:20])=[O:11])=[CH:9][C:5]=2[CH:4]=1. The catalyst class is: 7. (2) Product: [NH2:10][C:8]1[CH:9]=[C:4]([CH:1]2[CH2:2][CH2:3]2)[C:5]([F:20])=[C:6]([N:13]2[C:17](=[O:18])[N:16]([CH3:19])[N:15]=[N:14]2)[CH:7]=1. The catalyst class is: 14. Reactant: [CH:1]1([C:4]2[C:5]([F:20])=[C:6]([N:13]3[C:17](=[O:18])[N:16]([CH3:19])[N:15]=[N:14]3)[CH:7]=[C:8]([N+:10]([O-])=O)[CH:9]=2)[CH2:3][CH2:2]1.O.O.Cl[Sn]Cl.Cl. (3) Reactant: [F:1][C:2]1[CH:7]=[CH:6][CH:5]=[C:4]([F:8])[C:3]=1[C:9]1[CH:10]=[C:11]2[C:15](=[CH:16][CH:17]=1)[N:14]([CH:18]1[CH2:23][CH2:22][CH2:21][CH2:20][O:19]1)[N:13]=[C:12]2I.[Cl:25][C:26]1[N:31]=[C:30]([Sn](CCCC)(CCCC)CCCC)[CH:29]=[CH:28][N:27]=1.N#N. Product: [Cl:25][C:26]1[N:31]=[C:30]([C:12]2[C:11]3[C:15](=[CH:16][CH:17]=[C:9]([C:3]4[C:2]([F:1])=[CH:7][CH:6]=[CH:5][C:4]=4[F:8])[CH:10]=3)[N:14]([CH:18]3[CH2:23][CH2:22][CH2:21][CH2:20][O:19]3)[N:13]=2)[CH:29]=[CH:28][N:27]=1. The catalyst class is: 555. (4) Reactant: [NH3:1].[CH:2]12[CH2:11][CH:6]3[CH2:7][CH:8]([CH2:10][CH:4]([CH2:5]3)[CH:3]1[NH:12][C:13]([C:15]1[N:20]=[C:19]([N:21]3[CH2:26][CH2:25][N:24]([CH2:27][CH2:28][C:29](OC)=[O:30])[CH2:23][CH2:22]3)[CH:18]=[CH:17][CH:16]=1)=[O:14])[CH2:9]2. Product: [CH:2]12[CH2:11][CH:6]3[CH2:7][CH:8]([CH2:10][CH:4]([CH2:5]3)[CH:3]1[NH:12][C:13](=[O:14])[C:15]1[CH:16]=[CH:17][CH:18]=[C:19]([N:21]3[CH2:26][CH2:25][N:24]([CH2:27][CH2:28][C:29]([NH2:1])=[O:30])[CH2:23][CH2:22]3)[N:20]=1)[CH2:9]2. The catalyst class is: 5. (5) Reactant: [CH:1]1([NH:7][CH2:8][CH3:9])[CH2:6][CH2:5][CH2:4][CH2:3][CH2:2]1.[C:10]1([CH2:16][CH2:17][C:18]([OH:20])=O)[CH:15]=[CH:14][CH:13]=[CH:12][CH:11]=1.O.ON1C2C=CC=CC=2N=N1.Cl.CN(CCCN=C=N)C.Cl. Product: [CH:1]1([N:7]([CH2:8][CH3:9])[C:18](=[O:20])[CH2:17][CH2:16][C:10]2[CH:11]=[CH:12][CH:13]=[CH:14][CH:15]=2)[CH2:6][CH2:5][CH2:4][CH2:3][CH2:2]1. The catalyst class is: 9. (6) Reactant: [CH2:1]([O:5][CH2:6][CH2:7][O:8][C:9]1[CH:14]=[CH:13][C:12]([C:15]2[CH:16]=[CH:17][C:18]3[N:24]([CH2:25][CH:26]([CH3:28])[CH3:27])[CH2:23][CH2:22][C:21]([C:29]([NH:31][C:32]4[CH:37]=[CH:36][C:35]([S:38][CH2:39][C:40]5[N:41]([CH2:45][CH2:46][CH3:47])[CH:42]=[CH:43][N:44]=5)=[CH:34][CH:33]=4)=[O:30])=[CH:20][C:19]=3[CH:48]=2)=[CH:11][CH:10]=1)[CH2:2][CH2:3][CH3:4].ClC1C=CC=C(C(OO)=[O:57])C=1.S([O-])([O-])(=O)=S.[Na+].[Na+]. The catalyst class is: 4. Product: [CH2:1]([O:5][CH2:6][CH2:7][O:8][C:9]1[CH:10]=[CH:11][C:12]([C:15]2[CH:16]=[CH:17][C:18]3[N:24]([CH2:25][CH:26]([CH3:27])[CH3:28])[CH2:23][CH2:22][C:21]([C:29]([NH:31][C:32]4[CH:33]=[CH:34][C:35]([S:38]([CH2:39][C:40]5[N:41]([CH2:45][CH2:46][CH3:47])[CH:42]=[CH:43][N:44]=5)=[O:57])=[CH:36][CH:37]=4)=[O:30])=[CH:20][C:19]=3[CH:48]=2)=[CH:13][CH:14]=1)[CH2:2][CH2:3][CH3:4]. (7) Reactant: [CH3:1][O:2][C:3](=[O:14])[C:4]1[CH:9]=[C:8]([O:10][CH3:11])[CH:7]=[C:6]([CH2:12][OH:13])[CH:5]=1.[CH3:15][S:16](Cl)(=[O:18])=[O:17].C([O-])(O)=O.[Na+]. Product: [CH3:1][O:2][C:3](=[O:14])[C:4]1[CH:9]=[C:8]([O:10][CH3:11])[CH:7]=[C:6]([CH2:12][O:13][S:16]([CH3:15])(=[O:18])=[O:17])[CH:5]=1. The catalyst class is: 2.